From a dataset of TCR-epitope binding with 47,182 pairs between 192 epitopes and 23,139 TCRs. Binary Classification. Given a T-cell receptor sequence (or CDR3 region) and an epitope sequence, predict whether binding occurs between them. (1) The epitope is ELAGIGILTV. The TCR CDR3 sequence is CASSQGPVGTEAFF. Result: 1 (the TCR binds to the epitope). (2) The epitope is FPPTSFGPL. The TCR CDR3 sequence is CASSPGQGALYPEAFF. Result: 1 (the TCR binds to the epitope). (3) The epitope is YVLDHLIVV. The TCR CDR3 sequence is CASREDGGDSYNEQFF. Result: 0 (the TCR does not bind to the epitope). (4) The epitope is IVTDFSVIK. The TCR CDR3 sequence is CASTNGSFGEQYF. Result: 1 (the TCR binds to the epitope). (5) The epitope is GPGHKARVL. The TCR CDR3 sequence is CASRGGIEEQYF. Result: 0 (the TCR does not bind to the epitope). (6) The epitope is HTTDPSFLGRY. The TCR CDR3 sequence is CASSYRDNYEQYF. Result: 1 (the TCR binds to the epitope). (7) The epitope is IVTDFSVIK. The TCR CDR3 sequence is CASSAGTSGFGYNEQFF. Result: 1 (the TCR binds to the epitope). (8) The epitope is AVFDRKSDAK. The TCR CDR3 sequence is CASSWASGAQETQYF. Result: 0 (the TCR does not bind to the epitope).